This data is from Full USPTO retrosynthesis dataset with 1.9M reactions from patents (1976-2016). The task is: Predict the reactants needed to synthesize the given product. (1) Given the product [OH:1][CH2:2][C:3]([NH:6][C:7]([C:9]1[C:10]2[CH2:11][C@H:12]3[CH2:24][C@H:13]3[C:14]=2[N:15]([C:17]2[CH:22]=[CH:21][N:20]=[C:19]([O:26][CH3:25])[CH:18]=2)[N:16]=1)=[O:8])([CH3:5])[CH3:4], predict the reactants needed to synthesize it. The reactants are: [OH:1][CH2:2][C:3]([NH:6][C:7]([C:9]1[C:10]2[CH2:11][C@H:12]3[CH2:24][C@H:13]3[C:14]=2[N:15]([C:17]2[CH:22]=[CH:21][N:20]=[C:19](Cl)[CH:18]=2)[N:16]=1)=[O:8])([CH3:5])[CH3:4].[CH3:25][O-:26].[Na+].CS(C)=O. (2) Given the product [N:28]12[CH2:49][CH2:50][CH:51]([CH2:31][CH2:29]1)[CH:26]([C@H:10]1[NH:9][CH2:21][C:19]3=[C:20]4[C:15](=[CH:16][CH:17]=[CH:18]3)[CH:14]=[CH:13][N:12]4[C:11]1=[O:55])[CH2:25]2, predict the reactants needed to synthesize it. The reactants are: N12CCC(CC1)[C@@H]([NH:9][CH2:10][CH2:11][N:12]1[C:20]3[C:15](=[CH:16][CH:17]=[CH:18][C:19]=3[C:21]([O-])=O)[CH:14]=[CH:13]1)C2.[Li+].[CH:25]([N:28](CC)[CH:29]([CH3:31])C)(C)[CH3:26].CCCP1(OP(CCC)(=O)OP([CH2:49][CH2:50][CH3:51])(=O)O1)=O.CN(C)C=[O:55]. (3) Given the product [Cl:21][C:16]1[S:17][C:13]2[C:12]([F:20])=[CH:11][C:10]([F:9])=[CH:19][C:14]=2[N:15]=1, predict the reactants needed to synthesize it. The reactants are: N(OCCC(C)C)=O.[F:9][C:10]1[CH:11]=[C:12]([F:20])[C:13]2[S:17][C:16](N)=[N:15][C:14]=2[CH:19]=1.[ClH:21]. (4) Given the product [Cl:1][C:2]1[CH:7]=[CH:6][N:5]2[CH:15]=[CH:16][N:8]=[C:4]2[CH:3]=1, predict the reactants needed to synthesize it. The reactants are: [Cl:1][C:2]1[CH:7]=[CH:6][N:5]=[C:4]([NH2:8])[CH:3]=1.C([O-])(O)=O.[Na+].Cl[CH2:15][CH:16]=O. (5) The reactants are: B([C:4]1[CH:15]=[C:14]([Cl:16])[CH:13]=[CH:12][C:5]=1[O:6][C@@H:7]([CH3:11])[C:8]([OH:10])=[O:9])(O)O.Br[C:18]1[CH:23]=[CH:22][C:21]([S:24]([N:27]([CH3:29])[CH3:28])(=[O:26])=[O:25])=[CH:20][CH:19]=1. Given the product [Cl:16][C:14]1[CH:13]=[CH:12][C:5]([O:6][C@@H:7]([CH3:11])[C:8]([OH:10])=[O:9])=[C:4]([C:18]2[CH:19]=[CH:20][C:21]([S:24]([N:27]([CH3:29])[CH3:28])(=[O:25])=[O:26])=[CH:22][CH:23]=2)[CH:15]=1, predict the reactants needed to synthesize it. (6) Given the product [NH2:8][CH2:9][C@@H:10]([N:13]1[C@H:18]([C:19]2[CH:20]=[CH:21][C:22]([Cl:25])=[CH:23][CH:24]=2)[C@@H:17]([C:26]2[CH:31]=[CH:30][CH:29]=[C:28]([Cl:32])[CH:27]=2)[CH2:16][C@@:15]([CH2:34][C:35]([O:37][CH3:38])=[O:36])([CH3:33])[C:14]1=[O:39])[CH2:11][CH3:12], predict the reactants needed to synthesize it. The reactants are: C(OC([N:8](C(OC(C)(C)C)=O)[CH2:9][C@@H:10]([N:13]1[C@H:18]([C:19]2[CH:24]=[CH:23][C:22]([Cl:25])=[CH:21][CH:20]=2)[C@@H:17]([C:26]2[CH:31]=[CH:30][CH:29]=[C:28]([Cl:32])[CH:27]=2)[CH2:16][C@@:15]([CH2:34][C:35]([O:37][CH3:38])=[O:36])([CH3:33])[C:14]1=[O:39])[CH2:11][CH3:12])=O)(C)(C)C.Cl.